Dataset: Forward reaction prediction with 1.9M reactions from USPTO patents (1976-2016). Task: Predict the product of the given reaction. Given the reactants [OH:1][C:2]([CH3:11])([CH3:10])[CH2:3][CH2:4][CH2:5][C@H:6]([CH3:9])[CH:7]=[O:8].N1C(C)=CC=CC=1C.[Si:20](OS(C(F)(F)F)(=O)=O)([CH2:25][CH3:26])([CH2:23][CH3:24])[CH2:21][CH3:22], predict the reaction product. The product is: [CH3:9][C@@H:6]([CH2:5][CH2:4][CH2:3][C:2]([CH3:10])([O:1][Si:20]([CH2:25][CH3:26])([CH2:23][CH3:24])[CH2:21][CH3:22])[CH3:11])[CH:7]=[O:8].